This data is from Catalyst prediction with 721,799 reactions and 888 catalyst types from USPTO. The task is: Predict which catalyst facilitates the given reaction. (1) Reactant: F[C:2]1[CH:3]=[C:4]([OH:11])[CH:5]=[CH:6][C:7]=1[N+:8]([O-:10])=[O:9].[CH3:12][O:13][C:14]1[CH:19]=[CH:18][C:17]([NH2:20])=[CH:16][CH:15]=1. Product: [CH3:12][O:13][C:14]1[CH:19]=[CH:18][C:17]([NH:20][C:2]2[CH:3]=[C:4]([OH:11])[CH:5]=[CH:6][C:7]=2[N+:8]([O-:10])=[O:9])=[CH:16][CH:15]=1. The catalyst class is: 4. (2) Reactant: [CH3:1][O:2][C:3]1[CH:4]=[C:5]2[C:10](=[CH:11][CH:12]=1)[C:9](=[O:13])[N:8]([CH3:14])[C:7]([CH:15]1[CH2:20][CH2:19][CH2:18][NH:17][CH2:16]1)=[C:6]2[C:21]1[CH:26]=[CH:25][CH:24]=[CH:23][CH:22]=1.C(N(CC)C(C)C)(C)C.[CH3:36][S:37](Cl)(=[O:39])=[O:38].C(=O)(O)[O-].[Na+]. Product: [CH3:1][O:2][C:3]1[CH:4]=[C:5]2[C:10](=[CH:11][CH:12]=1)[C:9](=[O:13])[N:8]([CH3:14])[C:7]([CH:15]1[CH2:20][CH2:19][CH2:18][N:17]([S:37]([CH3:36])(=[O:39])=[O:38])[CH2:16]1)=[C:6]2[C:21]1[CH:22]=[CH:23][CH:24]=[CH:25][CH:26]=1. The catalyst class is: 2. (3) Reactant: [N:1]1[C:10]2[C:5](=[CH:6][N:7]=[CH:8][CH:9]=2)[CH:4]=[CH:3][C:2]=1[C:11]([OH:13])=O.[CH:14]1([NH2:18])[CH2:17][CH2:16][CH2:15]1.F[P-](F)(F)(F)(F)F.N1(O[P+](N(C)C)(N(C)C)N(C)C)C2C=CC=CC=2N=N1. Product: [CH:14]1([NH:18][C:11]([C:2]2[CH:3]=[CH:4][C:5]3[C:10](=[CH:9][CH:8]=[N:7][CH:6]=3)[N:1]=2)=[O:13])[CH2:17][CH2:16][CH2:15]1. The catalyst class is: 2. (4) Reactant: II.C[Si](C)(C)[Si](C)(C)C.[NH:11]1[C:19]2[C:14](=[CH:15][C:16]([NH:20][CH2:21][CH:22]3[CH2:28][CH:27]4[N:29](NC(OCC)=O)[CH:24]([CH2:25][CH2:26]4)[CH2:23]3)=[CH:17][CH:18]=2)[CH:13]=[N:12]1. Product: [CH:27]12[NH:29][CH:24]([CH2:25][CH2:26]1)[CH2:23][CH:22]([CH2:21][NH:20][C:16]1[CH:15]=[C:14]3[C:19](=[CH:18][CH:17]=1)[NH:11][N:12]=[CH:13]3)[CH2:28]2. The catalyst class is: 68. (5) Reactant: [NH2:1][CH:2]1[C:11]2[C:6](=[CH:7][C:8]([C:12]#[N:13])=[CH:9][CH:10]=2)[O:5][CH2:4][CH2:3]1.[C:14](O[C:14]([O:16][C:17]([CH3:20])([CH3:19])[CH3:18])=[O:15])([O:16][C:17]([CH3:20])([CH3:19])[CH3:18])=[O:15].CCN(CC)CC. Product: [C:17]([O:16][C:14](=[O:15])[NH:1][CH:2]1[C:11]2[C:6](=[CH:7][C:8]([C:12]#[N:13])=[CH:9][CH:10]=2)[O:5][CH2:4][CH2:3]1)([CH3:20])([CH3:19])[CH3:18]. The catalyst class is: 2. (6) Reactant: Cl[C:2]1[CH:7]=[C:6]([N:8]2[CH2:13][CH2:12][O:11][CH2:10][CH2:9]2)[N:5]=[C:4]([C:14]2[CH:22]=[C:21]([S:23]([CH3:26])(=[O:25])=[O:24])[CH:20]=[C:19]3[C:15]=2[CH:16]=[CH:17][NH:18]3)[N:3]=1.[NH2:27][CH2:28][CH2:29][C:30]1[CH:31]=[N:32][CH:33]=[CH:34][CH:35]=1. Product: [CH3:26][S:23]([C:21]1[CH:20]=[C:19]2[C:15]([CH:16]=[CH:17][NH:18]2)=[C:14]([C:4]2[N:3]=[C:2]([NH:27][CH2:28][CH2:29][C:30]3[CH:31]=[N:32][CH:33]=[CH:34][CH:35]=3)[CH:7]=[C:6]([N:8]3[CH2:13][CH2:12][O:11][CH2:10][CH2:9]3)[N:5]=2)[CH:22]=1)(=[O:25])=[O:24]. The catalyst class is: 60. (7) Reactant: [CH3:1][O:2][C:3]([C:5]1[CH:6]=[CH:7][CH:8]=[C:9]2[C:14]=1[N:13]=[CH:12][CH:11]=[CH:10]2)=[O:4].OO.C([O-])(O)=[O:18].[Na+]. Product: [CH3:1][O:2][C:3]([C:5]1[CH:6]=[CH:7][CH:8]=[C:9]2[C:14]=1[N:13]=[CH:12][C:11]([OH:18])=[CH:10]2)=[O:4]. The catalyst class is: 52.